From a dataset of Forward reaction prediction with 1.9M reactions from USPTO patents (1976-2016). Predict the product of the given reaction. (1) Given the reactants [Al+3].[Cl-].[Cl-].[Cl-].[N+:5]([C:8]1[CH:16]=[CH:15][C:11]([C:12](Cl)=[O:13])=[CH:10][CH:9]=1)([O-:7])=[O:6].CC1N=C(CC2C3C(C=CC=CC=3)=CC=2C)SC=1, predict the reaction product. The product is: [N+:5]([C:8]1[CH:9]=[CH:10][C:11]([CH:12]=[O:13])=[CH:15][CH:16]=1)([O-:7])=[O:6]. (2) Given the reactants [CH:1]([O:4][C:5]1[CH:10]=[CH:9][CH:8]=[CH:7][C:6]=1C1C=C(S(Cl)(=O)=O)SC=1)([CH3:3])[CH3:2].C1OC2C=CC([C:29]3[S:33][C:32]([S:34]([Cl:37])(=[O:36])=[O:35])=[CH:31][CH:30]=3)=CC=2O1, predict the reaction product. The product is: [CH:1]([O:4][C:5]1[CH:6]=[CH:7][C:8]([C:32]2([S:34]([Cl:37])(=[O:36])=[O:35])[CH2:31][CH:30]=[CH:29][S:33]2)=[CH:9][CH:10]=1)([CH3:2])[CH3:3].